The task is: Predict hERG channel inhibition at various concentrations.. This data is from hERG Central: cardiac toxicity at 1µM, 10µM, and general inhibition. (1) The compound is O=C(c1ccccc1)N1CCN(C(=O)c2cc3nc(-c4ccccc4)cc(C(F)(F)F)n3n2)CC1. Results: hERG_inhib (hERG inhibition (general)): blocker. (2) The molecule is CCCCN1C[C@H](Cc2ccccc2)[C@@H](CC(=O)NCc2ccc(OC)cc2)C1=O. Results: hERG_inhib (hERG inhibition (general)): blocker. (3) The compound is CCOC(=O)CC(=O)CSc1ccc2nnc(-c3cccc(F)c3)n2n1. Results: hERG_inhib (hERG inhibition (general)): blocker.